Dataset: Reaction yield outcomes from USPTO patents with 853,638 reactions. Task: Predict the reaction yield, written as a fraction of the theoretical maximum amount of product (1.0 means a 100% yield; for example, 0.34 means a 34% yield). (1) The reactants are Cl[CH2:2][CH2:3][CH2:4][CH2:5][CH2:6][CH2:7][C:8]#[C:9][CH2:10][CH2:11][CH2:12][CH3:13].[I-:14].[K+].[N:16]1[CH:21]=[CH:20][C:19]([CH3:22])=[CH:18][C:17]=1[CH3:23]. The catalyst is CC(=O)CC. The product is [I-:14].[CH2:2]([N+:16]1[CH:21]=[CH:20][C:19]([CH3:22])=[CH:18][C:17]=1[CH3:23])[CH2:3][CH2:4][CH2:5][CH2:6][CH2:7][C:8]#[C:9][CH2:10][CH2:11][CH2:12][CH3:13]. The yield is 0.840. (2) The product is [CH3:14][Si:15]([CH2:16][CH2:17][O:18][C:19]([NH:1][C@H:2]1[CH2:7][CH2:6][O:5][C:3]1=[O:4])=[O:20])([CH3:30])[CH3:29]. The catalyst is O1CCOCC1.O. The reactants are [NH2:1][C@H:2]1[CH2:7][CH2:6][O:5][C:3]1=[O:4].Br.C([O-])(O)=O.[Na+].[CH3:14][Si:15]([CH3:30])([CH3:29])[CH2:16][CH2:17][O:18][C:19](ON1C(=O)CCC1=O)=[O:20]. The yield is 0.910. (3) The reactants are Cl.N([C:4]1[C:13]2[C:8](=[CH:9][CH:10]=[CH:11][CH:12]=2)C=NN=1)N.[CH3:14][C:15](=[O:18])CC. The catalyst is CO.O. The product is [CH2:15]([OH:18])[CH3:14].[CH3:4][CH2:13][CH2:8][CH2:9][CH2:10][CH2:11][CH3:12]. The yield is 0.780. (4) The reactants are [F:1][C:2]([F:14])([F:13])[O:3][C:4]1[CH:9]=[CH:8][C:7](B(O)O)=[CH:6][CH:5]=1.[Cl:15][C:16]1[CH:21]=[CH:20][CH:19]=[C:18]([F:22])[C:17]=1[C:23]1[N:27]=[C:26]([C:28]2[C:32]([CH3:33])=[C:31](Br)[S:30][CH:29]=2)[N:25]([CH3:35])[N:24]=1.C(=O)([O-])[O-].[Na+].[Na+].C1(C)C=CC=CC=1P(C1C=CC=CC=1C)C1C=CC=CC=1C.Cl. The catalyst is Cl[Pd](Cl)([P](C1C=CC=CC=1)(C1C=CC=CC=1)C1C=CC=CC=1)[P](C1C=CC=CC=1)(C1C=CC=CC=1)C1C=CC=CC=1.O.C(#N)C. The product is [Cl:15][C:16]1[CH:21]=[CH:20][CH:19]=[C:18]([F:22])[C:17]=1[C:23]1[N:27]=[C:26]([C:28]2[C:32]([CH3:33])=[C:31]([C:7]3[CH:8]=[CH:9][C:4]([O:3][C:2]([F:14])([F:13])[F:1])=[CH:5][CH:6]=3)[S:30][CH:29]=2)[N:25]([CH3:35])[N:24]=1. The yield is 0.430. (5) The reactants are [O:1]1[CH2:6][CH2:5][CH:4]([CH2:7][OH:8])[CH2:3][CH2:2]1.[Li]CCCC.[N+:14]([C:17]1[CH:24]=[CH:23][CH:22]=[C:21]([N+]([O-])=O)[C:18]=1[C:19]#[N:20])([O-:16])=[O:15]. The catalyst is C1COCC1.CCCCCC. The product is [N+:14]([C:17]1[CH:24]=[CH:23][CH:22]=[C:21]([O:8][CH2:7][CH:4]2[CH2:5][CH2:6][O:1][CH2:2][CH2:3]2)[C:18]=1[C:19]#[N:20])([O-:16])=[O:15]. The yield is 0.830.